This data is from Catalyst prediction with 721,799 reactions and 888 catalyst types from USPTO. The task is: Predict which catalyst facilitates the given reaction. (1) Reactant: [CH2:1]([C:3]([C:17]1[CH:22]=[CH:21][C:20]([OH:23])=[C:19]([CH3:24])[CH:18]=1)([C:6]1[S:10][C:9]2[CH:11]=[C:12]([O:15][CH3:16])[CH:13]=[CH:14][C:8]=2[CH:7]=1)[CH2:4][CH3:5])[CH3:2].Br[CH2:26][C:27]([O:29][CH3:30])=[O:28].C(=O)([O-])[O-].[K+].[K+].[I-].[K+]. Product: [CH3:30][O:29][C:27](=[O:28])[CH2:26][O:23][C:20]1[CH:21]=[CH:22][C:17]([C:3]([CH2:4][CH3:5])([C:6]2[S:10][C:9]3[CH:11]=[C:12]([O:15][CH3:16])[CH:13]=[CH:14][C:8]=3[CH:7]=2)[CH2:1][CH3:2])=[CH:18][C:19]=1[CH3:24]. The catalyst class is: 10. (2) Reactant: [Cl:1][C:2]1[C:3]([O:12][C:13]2[CH:18]=[C:17]([O:19][CH2:20][CH2:21][O:22][CH3:23])[CH:16]=[CH:15][C:14]=2[CH2:24]O)=[N:4][CH:5]=[C:6]([C:8]([F:11])([F:10])[F:9])[CH:7]=1.N1C=CC=CC=1.S(Cl)([Cl:34])=O.O. Product: [Cl:1][C:2]1[C:3]([O:12][C:13]2[CH:18]=[C:17]([O:19][CH2:20][CH2:21][O:22][CH3:23])[CH:16]=[CH:15][C:14]=2[CH2:24][Cl:34])=[N:4][CH:5]=[C:6]([C:8]([F:11])([F:10])[F:9])[CH:7]=1. The catalyst class is: 305.